From a dataset of NCI-60 drug combinations with 297,098 pairs across 59 cell lines. Regression. Given two drug SMILES strings and cell line genomic features, predict the synergy score measuring deviation from expected non-interaction effect. Drug 1: CN1CCC(CC1)COC2=C(C=C3C(=C2)N=CN=C3NC4=C(C=C(C=C4)Br)F)OC. Drug 2: CC1=C(C=C(C=C1)NC(=O)C2=CC=C(C=C2)CN3CCN(CC3)C)NC4=NC=CC(=N4)C5=CN=CC=C5. Cell line: KM12. Synergy scores: CSS=-11.1, Synergy_ZIP=2.72, Synergy_Bliss=-5.74, Synergy_Loewe=-8.44, Synergy_HSA=-9.70.